This data is from Reaction yield outcomes from USPTO patents with 853,638 reactions. The task is: Predict the reaction yield, written as a fraction of the theoretical maximum amount of product (1.0 means a 100% yield; for example, 0.34 means a 34% yield). (1) The reactants are [CH2:1]([O:3][CH:4]([O:39][CH2:40][CH3:41])[C:5]1[CH:10]=[CH:9][C:8]([CH:11]2[CH:20]([C:21]3[CH:26]=[CH:25][C:24]([CH:27]([O:31][CH2:32][CH3:33])[O:28][CH2:29][CH3:30])=[CH:23][CH:22]=3)[C:19](=O)[C:18]3[C:17]([C:35](OC)=[O:36])=[CH:16][CH:15]=[CH:14][C:13]=3[NH:12]2)=[CH:7][CH:6]=1)[CH3:2].C(OC(OCC)C1C=CC(C2C(C3C=CC(C(OCC)OCC)=CC=3)C(=O)C3C(C(OCC)=O)=CC=CC=3N2)=CC=1)C.O.[NH2:85][NH2:86]. The catalyst is CO. The product is [CH2:40]([O:39][CH:4]([O:3][CH2:1][CH3:2])[C:5]1[CH:10]=[CH:9][C:8]([CH:11]2[NH:12][C:13]3[C:18]4[C:19](=[N:85][NH:86][C:35](=[O:36])[C:17]=4[CH:16]=[CH:15][CH:14]=3)[CH:20]2[C:21]2[CH:26]=[CH:25][C:24]([CH:27]([O:31][CH2:32][CH3:33])[O:28][CH2:29][CH3:30])=[CH:23][CH:22]=2)=[CH:7][CH:6]=1)[CH3:41]. The yield is 0.520. (2) The reactants are [N:1]([CH2:4][C:5]([NH:7][CH2:8]O)=[O:6])=[N+:2]=[N-:3].C(Cl)(=O)C([Cl:13])=O. No catalyst specified. The product is [N:1]([CH2:4][C:5]([NH:7][CH2:8][Cl:13])=[O:6])=[N+:2]=[N-:3]. The yield is 0.750. (3) The reactants are [NH2:1][C:2]1[CH:10]=[CH:9][C:5]([C:6]([OH:8])=O)=[CH:4][N:3]=1.[CH2:11]([C:18]1[S:22][C:21]([CH2:23][NH2:24])=[CH:20][CH:19]=1)[C:12]1[CH:17]=[CH:16][CH:15]=[CH:14][CH:13]=1.F[P-](F)(F)(F)(F)F.N1([P+](N(C)C)(N(C)C)N(C)C)C2C=CC=CC=2N=N1.C(N(CC)CC)C. The catalyst is CN(C)C=O.CO.C(OCC)(=O)C.O. The product is [NH2:1][C:2]1[CH:10]=[CH:9][C:5]([C:6]([NH:24][CH2:23][C:21]2[S:22][C:18]([CH2:11][C:12]3[CH:17]=[CH:16][CH:15]=[CH:14][CH:13]=3)=[CH:19][CH:20]=2)=[O:8])=[CH:4][N:3]=1. The yield is 0.295.